This data is from Full USPTO retrosynthesis dataset with 1.9M reactions from patents (1976-2016). The task is: Predict the reactants needed to synthesize the given product. (1) The reactants are: Cl[C:2]1[CH:3]=[CH:4][C:5]2[N:11]3[CH2:12][C@H:8]([CH2:9][CH2:10]3)[N:7]([C:13]([NH:15][C:16]3[CH:21]=[N:20][CH:19]=[CH:18][N:17]=3)=[O:14])[C:6]=2[N:22]=1.[CH3:23][C:24]1[N:25]=[N:26][CH:27]=[C:28](B2OC(C)(C)C(C)(C)O2)[CH:29]=1.[O-]P([O-])([O-])=O.[K+].[K+].[K+].CC(C1C=C(C(C)C)C(C2C=CC=CC=2P(C2CCCCC2)C2CCCCC2)=C(C(C)C)C=1)C. Given the product [CH3:23][C:24]1[N:25]=[N:26][CH:27]=[C:28]([C:2]2[CH:3]=[CH:4][C:5]3[N:11]4[CH2:12][C@H:8]([CH2:9][CH2:10]4)[N:7]([C:13]([NH:15][C:16]4[CH:21]=[N:20][CH:19]=[CH:18][N:17]=4)=[O:14])[C:6]=3[N:22]=2)[CH:29]=1, predict the reactants needed to synthesize it. (2) Given the product [I:11][C:4]1[S:3][C:2]([N:1]2[C:20](=[O:19])[C:28]3[C:23](=[CH:24][CH:25]=[CH:26][CH:27]=3)[C:22]2=[O:29])=[N:6][C:5]=1[C:7](=[O:10])[CH2:8][CH3:9], predict the reactants needed to synthesize it. The reactants are: [NH2:1][C:2]1[S:3][C:4]([I:11])=[C:5]([C:7](=[O:10])[CH2:8][CH3:9])[N:6]=1.C(N(CC)CC)C.[O:19]=[C:20]1[C:28]2[C:23](=[CH:24][CH:25]=[CH:26][CH:27]=2)[C:22](=[O:29])N1C(OCC)=O. (3) Given the product [CH3:18][N:19]([CH3:37])[C:20]([C:22]1[N:31]([CH:32]2[CH2:36][CH2:35][CH2:34][CH2:33]2)[C:25]2[N:26]=[C:27]([NH:1][C:2]3[CH:3]=[CH:4][C:5]([N:8]4[CH2:13][CH2:12][N:11]([CH2:14][CH2:15][C:16]#[N:17])[CH2:10][CH2:9]4)=[CH:6][N:7]=3)[N:28]=[CH:29][C:24]=2[CH:23]=1)=[O:21], predict the reactants needed to synthesize it. The reactants are: [NH2:1][C:2]1[N:7]=[CH:6][C:5]([N:8]2[CH2:13][CH2:12][N:11]([CH2:14][CH2:15][C:16]#[N:17])[CH2:10][CH2:9]2)=[CH:4][CH:3]=1.[CH3:18][N:19]([CH3:37])[C:20]([C:22]1[N:31]([CH:32]2[CH2:36][CH2:35][CH2:34][CH2:33]2)[C:25]2[N:26]=[C:27](Cl)[N:28]=[CH:29][C:24]=2[CH:23]=1)=[O:21]. (4) Given the product [NH:1]([CH2:2][C:3]1[CH:4]=[CH:5][C:6]([C:7]([NH:9][C@@H:10]([CH2:14][CH2:15][CH2:16][CH2:17][NH:18][CH2:26][C:27]2[CH:32]=[CH:31][CH:30]=[CH:29][N:28]=2)[C:11]([OH:13])=[O:12])=[O:8])=[CH:33][CH:34]=1)[C:44]([NH2:41])=[NH:35], predict the reactants needed to synthesize it. The reactants are: [NH2:1][CH2:2][C:3]1[CH:34]=[CH:33][C:6]([C:7]([NH:9][C@@H:10]([CH2:14][CH2:15][CH2:16][CH2:17][N:18]([CH2:26][C:27]2[CH:32]=[CH:31][CH:30]=[CH:29][N:28]=2)C(OC(C)(C)C)=O)[C:11]([OH:13])=[O:12])=[O:8])=[CH:5][CH:4]=1.[N+:35]([O-])([O-])=O.C([N:41]([CH2:44]C)CC)C. (5) Given the product [CH2:1]([O:3][C:4](=[O:17])[CH2:5][C:11]([CH:14]1[CH2:15][CH2:16]1)([CH3:12])[CH3:13])[CH3:2], predict the reactants needed to synthesize it. The reactants are: [CH2:1]([O:3][C:4](=[O:17])[CH:5]([C:11]([CH:14]1[CH2:16][CH2:15]1)([CH3:13])[CH3:12])C(OCC)=O)[CH3:2].[Li+].[Cl-].O. (6) Given the product [CH3:21][C:2]([CH3:1])([CH3:20])[CH2:3][C:4](=[O:19])[CH2:5][C@H:6]([C:7]1[O:15][CH2:14][C@@H:10]([C:11]([O:13][CH2:23][CH3:24])=[O:12])[N:9]=1)[CH2:16][CH:17]=[CH2:18], predict the reactants needed to synthesize it. The reactants are: [CH3:1][C:2]([CH3:21])([CH3:20])[CH2:3][C:4](=[O:19])[CH2:5][C@@H:6]([CH2:16][CH:17]=[CH2:18])[C:7]([NH:9][CH:10]([CH2:14][OH:15])[C:11]([O-:13])=[O:12])=O.Cl.[CH2:23](N(CC)CC)[CH3:24].[OH-].COC(NS([N+](CC)(CC)CC)(=O)=O)=O. (7) Given the product [CH3:15][O:16][C:17]1[CH:18]=[C:19]([CH3:28])[C:20]([S:24]([N:1]2[CH2:5][CH2:4][CH2:3][C@H:2]2[CH2:6][OH:7])(=[O:25])=[O:26])=[C:21]([CH3:23])[CH:22]=1, predict the reactants needed to synthesize it. The reactants are: [NH:1]1[CH2:5][CH2:4][CH2:3][C@H:2]1[CH2:6][OH:7].C(N(CC)CC)C.[CH3:15][O:16][C:17]1[CH:22]=[C:21]([CH3:23])[C:20]([S:24](Cl)(=[O:26])=[O:25])=[C:19]([CH3:28])[CH:18]=1. (8) Given the product [CH2:38]([O:37][C:35](=[O:36])[C:34]([OH:40])=[CH:32][C:31]([C:14]1[CH:15]=[C:16]([C:27]([CH3:29])([CH3:28])[CH3:30])[C:17]([O:19][CH2:20][C:21]2[CH:22]=[CH:23][CH:24]=[CH:25][CH:26]=2)=[CH:18][C:13]=1[O:12][CH2:5][C:6]1[CH:7]=[CH:8][CH:9]=[CH:10][CH:11]=1)=[O:33])[CH3:39], predict the reactants needed to synthesize it. The reactants are: [O-]CC.[Na+].[CH2:5]([O:12][C:13]1[CH:18]=[C:17]([O:19][CH2:20][C:21]2[CH:26]=[CH:25][CH:24]=[CH:23][CH:22]=2)[C:16]([C:27]([CH3:30])([CH3:29])[CH3:28])=[CH:15][C:14]=1[C:31](=[O:33])[CH3:32])[C:6]1[CH:11]=[CH:10][CH:9]=[CH:8][CH:7]=1.[C:34](OCC)(=[O:40])[C:35]([O:37][CH2:38][CH3:39])=[O:36].Cl. (9) Given the product [CH2:25]([O:27][C:28]([C:30]1([C:33]2[CH:38]=[CH:37][C:36]([C:20]3[CH:21]=[CH:22][C:17]([C:16]4[O:15][N:14]=[C:13]([CH3:24])[C:12]=4[C@H:10]([OH:11])[CH2:9][O:8][CH2:1][C:2]4[CH:7]=[CH:6][CH:5]=[CH:4][CH:3]=4)=[CH:18][CH:19]=3)=[CH:35][CH:34]=2)[CH2:31][CH2:32]1)=[O:29])[CH3:26], predict the reactants needed to synthesize it. The reactants are: [CH2:1]([O:8][CH2:9][C@H:10]([C:12]1[C:13]([CH3:24])=[N:14][O:15][C:16]=1[C:17]1[CH:22]=[CH:21][C:20](Br)=[CH:19][CH:18]=1)[OH:11])[C:2]1[CH:7]=[CH:6][CH:5]=[CH:4][CH:3]=1.[CH2:25]([O:27][C:28]([C:30]1([C:33]2[CH:38]=[CH:37][C:36](B3OC(C)(C)C(C)(C)O3)=[CH:35][CH:34]=2)[CH2:32][CH2:31]1)=[O:29])[CH3:26]. (10) Given the product [Cl:36][C:33]1[CH:34]=[CH:35][C:30]([C@@H:18]([C:19]2[CH:24]=[CH:23][CH:22]=[C:21]([C:25]3[N:29]=[CH:28][O:27][N:26]=3)[CH:20]=2)[N:16]2[CH2:15][CH:14]([C@@H:9]([C:4]3[CH:3]=[C:2]([CH:7]=[C:6]([F:8])[CH:5]=3)[C:37]#[N:38])[C:10]([F:13])([CH3:12])[CH3:11])[CH2:17]2)=[CH:31][CH:32]=1, predict the reactants needed to synthesize it. The reactants are: Br[C:2]1[CH:3]=[C:4]([C@H:9]([CH:14]2[CH2:17][N:16]([C@@H:18]([C:30]3[CH:35]=[CH:34][C:33]([Cl:36])=[CH:32][CH:31]=3)[C:19]3[CH:20]=[C:21]([C:25]4[N:29]=[CH:28][O:27][N:26]=4)[CH:22]=[CH:23][CH:24]=3)[CH2:15]2)[C:10]([F:13])([CH3:12])[CH3:11])[CH:5]=[C:6]([F:8])[CH:7]=1.[CH3:37][N:38](C=O)C.O.